Dataset: Full USPTO retrosynthesis dataset with 1.9M reactions from patents (1976-2016). Task: Predict the reactants needed to synthesize the given product. (1) The reactants are: [Cl:1][C:2]1[CH:41]=[CH:40][CH:39]=[CH:38][C:3]=1[O:4][C:5]1[CH:6]=[C:7]([NH:16][C:17]2[CH:22]=[CH:21][C:20]([N:23]3[CH2:28][CH2:27][N:26](C(OC(C)(C)C)=O)[CH2:25][CH2:24]3)=[CH:19][C:18]=2[O:36][CH3:37])[C:8]2[C:13](=[O:14])[NH:12][N:11]=[CH:10][C:9]=2[N:15]=1.FC(F)(F)C(O)=O. Given the product [Cl:1][C:2]1[CH:41]=[CH:40][CH:39]=[CH:38][C:3]=1[O:4][C:5]1[CH:6]=[C:7]([NH:16][C:17]2[CH:22]=[CH:21][C:20]([N:23]3[CH2:24][CH2:25][NH:26][CH2:27][CH2:28]3)=[CH:19][C:18]=2[O:36][CH3:37])[C:8]2[C:13](=[O:14])[NH:12][N:11]=[CH:10][C:9]=2[N:15]=1, predict the reactants needed to synthesize it. (2) Given the product [C:1]([O:5][C:6]([N:8]1[C:16]2[C:11](=[CH:12][C:13]([NH2:17])=[CH:14][CH:15]=2)[CH:10]=[N:9]1)=[O:7])([CH3:4])([CH3:2])[CH3:3].[C:1]([O:5][C:6]([N:8]1[C:16]2[C:11](=[CH:12][C:13]([NH:17][C:26](=[O:27])[CH:25]([C:21]3[CH:22]=[CH:23][CH:24]=[C:19]([Cl:18])[CH:20]=3)[OH:29])=[CH:14][CH:15]=2)[CH:10]=[N:9]1)=[O:7])([CH3:4])([CH3:2])[CH3:3], predict the reactants needed to synthesize it. The reactants are: [C:1]([O:5][C:6]([N:8]1[C:16]2[C:11](=[CH:12][C:13]([NH2:17])=[CH:14][CH:15]=2)[CH:10]=[N:9]1)=[O:7])([CH3:4])([CH3:3])[CH3:2].[Cl:18][C:19]1[CH:20]=[C:21]([CH:25]([OH:29])[C:26](O)=[O:27])[CH:22]=[CH:23][CH:24]=1.